This data is from Full USPTO retrosynthesis dataset with 1.9M reactions from patents (1976-2016). The task is: Predict the reactants needed to synthesize the given product. (1) Given the product [F:21][C:18]([F:19])([F:20])[C:17]([NH:16][CH2:15][C:2]1([OH:1])[CH2:7][CH2:6][NH:5][CH2:4][CH2:3]1)=[O:22], predict the reactants needed to synthesize it. The reactants are: [OH:1][C:2]1([CH2:15][NH:16][C:17](=[O:22])[C:18]([F:21])([F:20])[F:19])[CH2:7][CH2:6][N:5](C(OC(C)(C)C)=O)[CH2:4][CH2:3]1. (2) Given the product [Br:11][C:7]1[CH:6]=[C:5]([C:3](=[O:4])[CH2:2][S:12][C:13]#[N:14])[CH:10]=[CH:9][CH:8]=1, predict the reactants needed to synthesize it. The reactants are: Br[CH2:2][C:3]([C:5]1[CH:10]=[CH:9][CH:8]=[C:7]([Br:11])[CH:6]=1)=[O:4].[S-:12][C:13]#[N:14].[K+].O. (3) Given the product [NH2:25][C:21]1[CH:22]=[C:23]2[C:18](=[CH:19][CH:20]=1)[NH:17][C:16]([C:14]([N:11]1[CH2:12][CH2:13][CH:8]([CH2:1][C:2]3[CH:7]=[CH:6][CH:5]=[CH:4][CH:3]=3)[CH2:9][CH2:10]1)=[O:15])=[CH:24]2, predict the reactants needed to synthesize it. The reactants are: [CH2:1]([CH:8]1[CH2:13][CH2:12][N:11]([C:14]([C:16]2[NH:17][C:18]3[C:23]([CH:24]=2)=[CH:22][C:21]([N+:25]([O-])=O)=[CH:20][CH:19]=3)=[O:15])[CH2:10][CH2:9]1)[C:2]1[CH:7]=[CH:6][CH:5]=[CH:4][CH:3]=1.